Dataset: TCR-epitope binding with 47,182 pairs between 192 epitopes and 23,139 TCRs. Task: Binary Classification. Given a T-cell receptor sequence (or CDR3 region) and an epitope sequence, predict whether binding occurs between them. (1) The epitope is RAKFKQLL. The TCR CDR3 sequence is CASRPTDRNTGELFF. Result: 0 (the TCR does not bind to the epitope). (2) The epitope is GLCTLVAML. The TCR CDR3 sequence is CASSPRGRTEAFF. Result: 1 (the TCR binds to the epitope). (3) Result: 1 (the TCR binds to the epitope). The epitope is KRWIILGLNK. The TCR CDR3 sequence is CASSQGVGNTIYF. (4) The epitope is SGPLKAEIAQRLED. The TCR CDR3 sequence is CASSQVGGNTGELFF. Result: 1 (the TCR binds to the epitope). (5) The epitope is SEISMDNSPNL. The TCR CDR3 sequence is CASSEDRVPPYSNQPQHF. Result: 1 (the TCR binds to the epitope).